Task: Predict which catalyst facilitates the given reaction.. Dataset: Catalyst prediction with 721,799 reactions and 888 catalyst types from USPTO (1) Reactant: C1(P(C2C=CC=CC=2)C2C=CC=CC=2)C=CC=CC=1.[Br:20]Br.[Cl:22][C:23]1[CH:28]=[CH:27][C:26]([CH2:29][CH2:30][CH2:31]O)=[CH:25][CH:24]=1. Product: [Br:20][CH2:31][CH2:30][CH2:29][C:26]1[CH:27]=[CH:28][C:23]([Cl:22])=[CH:24][CH:25]=1. The catalyst class is: 2. (2) Reactant: C(O[C:6](=O)[N:7](C)[CH:8]([C:20]1[O:24][N:23]=[C:22]([CH3:25])[N:21]=1)[CH2:9][C:10]1[CH:19]=[CH:18][C:17]2[C:12](=[CH:13][CH:14]=[CH:15][CH:16]=2)[CH:11]=1)(C)(C)C.[ClH:28]. Product: [ClH:28].[CH3:6][NH:7][CH:8]([C:20]1[O:24][N:23]=[C:22]([CH3:25])[N:21]=1)[CH2:9][C:10]1[CH:19]=[CH:18][C:17]2[C:12](=[CH:13][CH:14]=[CH:15][CH:16]=2)[CH:11]=1. The catalyst class is: 13. (3) Reactant: C(OC(=O)[NH:7][C@H:8]([CH2:24][NH2:25])[CH2:9][CH2:10][CH2:11][CH2:12][NH:13][C:14]([O:16][CH2:17][C:18]1[CH:23]=[CH:22][CH:21]=[CH:20][CH:19]=1)=[O:15])(C)(C)C.C(O)(C(F)(F)F)=O. Product: [CH2:17]([O:16][C:14](=[O:15])[NH:13][CH2:12][CH2:11][CH2:10][CH2:9][C@H:8]([NH2:7])[CH2:24][NH2:25])[C:18]1[CH:19]=[CH:20][CH:21]=[CH:22][CH:23]=1. The catalyst class is: 2. (4) Reactant: [OH-].[Na+].[O:3]=[S:4]1(=[O:36])[C:10]2[CH:11]=[C:12]([O:16][CH:17](C(OCC)=O)C)[C:13]([Br:15])=[CH:14][C:9]=2[N:8]([C:24]2[CH:29]=[CH:28][CH:27]=[CH:26][CH:25]=2)[CH2:7][C:6]([CH2:32][CH2:33][CH2:34][CH3:35])([CH2:30][CH3:31])[CH2:5]1.[CH3:37][C:38]([OH:40])=[O:39]. Product: [O:36]=[S:4]1(=[O:3])[C:10]2[CH:11]=[C:12]([O:16][CH2:17][CH2:37][C:38]([OH:40])=[O:39])[C:13]([Br:15])=[CH:14][C:9]=2[N:8]([C:24]2[CH:25]=[CH:26][CH:27]=[CH:28][CH:29]=2)[CH2:7][C:6]([CH2:32][CH2:33][CH2:34][CH3:35])([CH2:30][CH3:31])[CH2:5]1. The catalyst class is: 14. (5) Reactant: [CH3:1][C:2]1[CH:11]=[C:10]([N+:12]([O-:14])=[O:13])[CH:9]=[CH:8][C:3]=1[C:4]([O:6][CH3:7])=[O:5].[Br:15]N1C(=O)CCC1=O. Product: [Br:15][CH2:1][C:2]1[CH:11]=[C:10]([N+:12]([O-:14])=[O:13])[CH:9]=[CH:8][C:3]=1[C:4]([O:6][CH3:7])=[O:5]. The catalyst class is: 340.